This data is from Forward reaction prediction with 1.9M reactions from USPTO patents (1976-2016). The task is: Predict the product of the given reaction. Given the reactants [CH3:1][C:2]1[CH:3]=[C:4]([O:20][C:21]2[CH:22]=[N:23][C:24]([S:27]([CH3:30])(=[O:29])=[O:28])=[CH:25][CH:26]=2)[CH:5]=[C:6]2[C:10]=1[NH:9][C:8]([C:11]1[S:12][CH:13]([CH2:16][C:17](O)=[O:18])[CH2:14][N:15]=1)=[CH:7]2.[NH4+].O[N:33]1C2C=CC=CC=2N=N1.Cl.C(N=C=NCCCN(C)C)C.O, predict the reaction product. The product is: [CH3:1][C:2]1[CH:3]=[C:4]([O:20][C:21]2[CH:22]=[N:23][C:24]([S:27]([CH3:30])(=[O:29])=[O:28])=[CH:25][CH:26]=2)[CH:5]=[C:6]2[C:10]=1[NH:9][C:8]([C:11]1[S:12][CH:13]([CH2:16][C:17]([NH2:33])=[O:18])[CH2:14][N:15]=1)=[CH:7]2.